Regression. Given two drug SMILES strings and cell line genomic features, predict the synergy score measuring deviation from expected non-interaction effect. From a dataset of NCI-60 drug combinations with 297,098 pairs across 59 cell lines. (1) Drug 1: CC12CCC3C(C1CCC2=O)CC(=C)C4=CC(=O)C=CC34C. Drug 2: CC1=C2C(C(=O)C3(C(CC4C(C3C(C(C2(C)C)(CC1OC(=O)C(C(C5=CC=CC=C5)NC(=O)OC(C)(C)C)O)O)OC(=O)C6=CC=CC=C6)(CO4)OC(=O)C)O)C)O. Cell line: MCF7. Synergy scores: CSS=29.3, Synergy_ZIP=-9.53, Synergy_Bliss=-3.60, Synergy_Loewe=-9.19, Synergy_HSA=-1.07. (2) Drug 2: CC1=C2C(C(=O)C3(C(CC4C(C3C(C(C2(C)C)(CC1OC(=O)C(C(C5=CC=CC=C5)NC(=O)OC(C)(C)C)O)O)OC(=O)C6=CC=CC=C6)(CO4)OC(=O)C)O)C)O. Synergy scores: CSS=28.3, Synergy_ZIP=-11.6, Synergy_Bliss=-6.68, Synergy_Loewe=-14.7, Synergy_HSA=-3.14. Drug 1: C1=CC(=CC=C1CCCC(=O)O)N(CCCl)CCCl. Cell line: RXF 393. (3) Drug 2: CCCCC(=O)OCC(=O)C1(CC(C2=C(C1)C(=C3C(=C2O)C(=O)C4=C(C3=O)C=CC=C4OC)O)OC5CC(C(C(O5)C)O)NC(=O)C(F)(F)F)O. Cell line: DU-145. Drug 1: C1=CC(=CC=C1C#N)C(C2=CC=C(C=C2)C#N)N3C=NC=N3. Synergy scores: CSS=42.0, Synergy_ZIP=-3.18, Synergy_Bliss=-5.87, Synergy_Loewe=-6.57, Synergy_HSA=-4.01. (4) Drug 1: C#CCC(CC1=CN=C2C(=N1)C(=NC(=N2)N)N)C3=CC=C(C=C3)C(=O)NC(CCC(=O)O)C(=O)O. Drug 2: CC(C)CN1C=NC2=C1C3=CC=CC=C3N=C2N. Cell line: NCI/ADR-RES. Synergy scores: CSS=6.25, Synergy_ZIP=-2.95, Synergy_Bliss=-2.64, Synergy_Loewe=1.78, Synergy_HSA=-0.681. (5) Drug 1: C1CN1P(=S)(N2CC2)N3CC3. Drug 2: CN1C2=C(C=C(C=C2)N(CCCl)CCCl)N=C1CCCC(=O)O.Cl. Cell line: CCRF-CEM. Synergy scores: CSS=24.6, Synergy_ZIP=1.58, Synergy_Bliss=-1.17, Synergy_Loewe=-21.2, Synergy_HSA=-4.33. (6) Drug 1: CCC1=C2CN3C(=CC4=C(C3=O)COC(=O)C4(CC)O)C2=NC5=C1C=C(C=C5)O. Drug 2: C1CNP(=O)(OC1)N(CCCl)CCCl. Cell line: SK-MEL-28. Synergy scores: CSS=23.4, Synergy_ZIP=-6.67, Synergy_Bliss=1.07, Synergy_Loewe=-9.68, Synergy_HSA=2.62.